This data is from Full USPTO retrosynthesis dataset with 1.9M reactions from patents (1976-2016). The task is: Predict the reactants needed to synthesize the given product. (1) Given the product [C:1]([NH:4][C@H:5]([CH2:9][C:10]1[CH:11]=[CH:12][C:13]([C:16]([F:17])([F:18])[F:19])=[CH:14][CH:15]=1)[C:6]([OH:8])=[O:7])(=[O:3])[CH3:2], predict the reactants needed to synthesize it. The reactants are: [C:1]([NH:4][CH:5]([CH2:9][C:10]1[CH:15]=[CH:14][C:13]([C:16]([F:19])([F:18])[F:17])=[CH:12][CH:11]=1)[C:6]([OH:8])=[O:7])(=[O:3])[CH3:2].Cl. (2) Given the product [CH:1]1[CH:27]=[CH:26][CH:25]=[C:24]2[C:2]=1[NH:3][C:4]1[C:5]2=[CH:6][CH:7]=[C:8]2[C:16]=1[N:15]([C:17]1[CH:22]=[CH:21][CH:20]=[CH:19][C:18]=1[S:23][N:32]1[C:33](=[O:34])[CH2:28][CH2:29][C:30]1=[O:31])[C:14]1[C:9]2=[CH:10][CH:11]=[CH:12][CH:13]=1, predict the reactants needed to synthesize it. The reactants are: [CH:1]1[CH:27]=[CH:26][CH:25]=[C:24]2[C:2]=1[NH:3][C:4]1[C:5]2=[CH:6][CH:7]=[C:8]2[C:16]=1[N:15]([C:17]1[CH:22]=[CH:21][CH:20]=[CH:19][C:18]=1[SH:23])[C:14]1[C:9]2=[CH:10][CH:11]=[CH:12][CH:13]=1.[CH2:28]1[C:33](=[O:34])[N:32](Cl)[C:30](=[O:31])[CH2:29]1.CCN(CC)CC. (3) Given the product [C:13]1([C:12]#[C:11][C:9]2[CH:10]=[C:5]([CH2:4][NH2:1])[CH:6]=[N:7][CH:8]=2)[CH:18]=[CH:17][CH:16]=[CH:15][CH:14]=1, predict the reactants needed to synthesize it. The reactants are: [N:1]([CH2:4][C:5]1[CH:6]=[N:7][CH:8]=[C:9]([C:11]#[C:12][C:13]2[CH:18]=[CH:17][CH:16]=[CH:15][CH:14]=2)[CH:10]=1)=[N+]=[N-].CP(C)C.O. (4) Given the product [C:8]([O:11][CH2:12][C:13]([CH3:42])([CH3:43])[CH2:14][N:15]1[C:21]2[CH:22]=[CH:23][C:24]([Cl:26])=[CH:25][C:20]=2[C@@H:19]([C:27]2[CH:32]=[CH:31][CH:30]=[C:29]([O:33][CH3:34])[C:28]=2[O:35][CH3:36])[O:18][C@H:17]([CH2:37][C:38]([NH:53][C:54]2[CH:55]=[C:56]([CH2:60][CH2:61][CH2:62][CH2:63][C:64]([O:66][CH2:67][CH3:68])=[O:65])[CH:57]=[CH:58][CH:59]=2)=[O:40])[C:16]1=[O:41])(=[O:10])[CH3:9], predict the reactants needed to synthesize it. The reactants are: C(N(CC)CC)C.[C:8]([O:11][CH2:12][C:13]([CH3:43])([CH3:42])[CH2:14][N:15]1[C:21]2[CH:22]=[CH:23][C:24]([Cl:26])=[CH:25][C:20]=2[C@@H:19]([C:27]2[CH:32]=[CH:31][CH:30]=[C:29]([O:33][CH3:34])[C:28]=2[O:35][CH3:36])[O:18][C@H:17]([CH2:37][C:38]([OH:40])=O)[C:16]1=[O:41])(=[O:10])[CH3:9].ClC(OCC(C)C)=O.Cl.[NH2:53][C:54]1[CH:55]=[C:56]([CH2:60][CH2:61][CH2:62][CH2:63][C:64]([O:66][CH2:67][CH3:68])=[O:65])[CH:57]=[CH:58][CH:59]=1.N1C=CC=CC=1.Cl.